Dataset: Peptide-MHC class II binding affinity with 134,281 pairs from IEDB. Task: Regression. Given a peptide amino acid sequence and an MHC pseudo amino acid sequence, predict their binding affinity value. This is MHC class II binding data. (1) The peptide sequence is EKHYFAATQFEPLAA. The MHC is HLA-DQA10301-DQB10302 with pseudo-sequence HLA-DQA10301-DQB10302. The binding affinity (normalized) is 0.414. (2) The peptide sequence is PVNEALAAAGLVGVL. The MHC is DRB5_0101 with pseudo-sequence DRB5_0101. The binding affinity (normalized) is 0.680. (3) The peptide sequence is SVGSLGRYKDEKDVT. The MHC is DRB1_0405 with pseudo-sequence DRB1_0405. The binding affinity (normalized) is 0.408. (4) The peptide sequence is KDKTDIHRLEPVKCD. The MHC is DRB1_0901 with pseudo-sequence DRB1_0901. The binding affinity (normalized) is 0.384. (5) The peptide sequence is PVGFFTALAVLIECH. The MHC is HLA-DQA10501-DQB10301 with pseudo-sequence HLA-DQA10501-DQB10301. The binding affinity (normalized) is 0.521. (6) The peptide sequence is SGKAFGAMAKKGQED. The MHC is DRB1_0701 with pseudo-sequence DRB1_0701. The binding affinity (normalized) is 0.164. (7) The peptide sequence is EGSSIGKLFTQTMKG. The MHC is HLA-DQA10601-DQB10402 with pseudo-sequence HLA-DQA10601-DQB10402. The binding affinity (normalized) is 0.318. (8) The peptide sequence is PTPLAKEDFLRCLVK. The MHC is HLA-DPA10201-DPB10101 with pseudo-sequence HLA-DPA10201-DPB10101. The binding affinity (normalized) is 0.612.